Dataset: Retrosynthesis with 50K atom-mapped reactions and 10 reaction types from USPTO. Task: Predict the reactants needed to synthesize the given product. The reactants are: CCCc1cc(Cl)ncc1C(=O)NC.OCCN1CCNCC1. Given the product CCCc1cc(N2CCN(CCO)CC2)ncc1C(=O)NC, predict the reactants needed to synthesize it.